This data is from NCI-60 drug combinations with 297,098 pairs across 59 cell lines. The task is: Regression. Given two drug SMILES strings and cell line genomic features, predict the synergy score measuring deviation from expected non-interaction effect. (1) Drug 1: CN(C)C1=NC(=NC(=N1)N(C)C)N(C)C. Drug 2: COCCOC1=C(C=C2C(=C1)C(=NC=N2)NC3=CC=CC(=C3)C#C)OCCOC.Cl. Cell line: M14. Synergy scores: CSS=-7.98, Synergy_ZIP=2.14, Synergy_Bliss=-5.57, Synergy_Loewe=-9.79, Synergy_HSA=-9.07. (2) Cell line: KM12. Drug 2: C1C(C(OC1N2C=C(C(=O)NC2=O)F)CO)O. Synergy scores: CSS=7.44, Synergy_ZIP=-13.4, Synergy_Bliss=-36.4, Synergy_Loewe=-6.63, Synergy_HSA=-32.3. Drug 1: C1CC(=O)NC(=O)C1N2CC3=C(C2=O)C=CC=C3N.